This data is from Full USPTO retrosynthesis dataset with 1.9M reactions from patents (1976-2016). The task is: Predict the reactants needed to synthesize the given product. (1) Given the product [CH:1]([C@:4]1([C:17]([N:19]2[CH2:24][CH2:23][N:22]([C:25]3[N:30]=[C:29]([C:31]([F:32])([F:33])[F:34])[CH:28]=[CH:27][N:26]=3)[CH2:21][CH2:20]2)=[O:18])[CH2:8][CH2:7][C@@H:6]([NH2:9])[CH2:5]1)([CH3:3])[CH3:2], predict the reactants needed to synthesize it. The reactants are: [CH:1]([C@:4]1([C:17]([N:19]2[CH2:24][CH2:23][N:22]([C:25]3[N:30]=[C:29]([C:31]([F:34])([F:33])[F:32])[CH:28]=[CH:27][N:26]=3)[CH2:21][CH2:20]2)=[O:18])[CH2:8][CH2:7][C@@H:6]([NH:9]C(=O)OC(C)(C)C)[CH2:5]1)([CH3:3])[CH3:2]. (2) The reactants are: [CH3:1][O:2][C:3](=[O:15])[C:4]1[C:9]([N+:10]([O-:12])=[O:11])=[CH:8][CH:7]=[CH:6][C:5]=1[CH2:13]Br.[NH:16]1[CH2:21][CH2:20][O:19][CH2:18][CH2:17]1.C(=O)([O-])[O-].[K+].[K+].[I-].[K+]. Given the product [CH3:1][O:2][C:3](=[O:15])[C:4]1[C:9]([N+:10]([O-:12])=[O:11])=[CH:8][CH:7]=[CH:6][C:5]=1[CH2:13][N:16]1[CH2:21][CH2:20][O:19][CH2:18][CH2:17]1, predict the reactants needed to synthesize it. (3) Given the product [CH2:1]([N:5]1[C:9](=[O:10])[C:8](=[C:33]2[N:32]([CH3:31])[C:36]3[CH:37]=[CH:38][CH:39]=[CH:40][C:35]=3[S:34]2)[S:7][C:6]1=[N:11][C:12]1[CH:13]=[C:14]([CH:17]=[CH:18][CH:19]=1)[C:15]#[N:16])[CH2:2][CH2:3][CH3:4], predict the reactants needed to synthesize it. The reactants are: [CH2:1]([N:5]1[C:9](=[O:10])[CH2:8][S:7][C:6]1=[N:11][C:12]1[CH:13]=[C:14]([CH:17]=[CH:18][CH:19]=1)[C:15]#[N:16])[CH2:2][CH2:3][CH3:4].C1(C)C=CC(S([O-])(=O)=O)=CC=1.[CH3:31][N+:32]1[C:36]2[CH:37]=[CH:38][CH:39]=[CH:40][C:35]=2[S:34][C:33]=1SC. (4) Given the product [Cl:1][C:2]1[C:7]([C:8]([F:11])([F:9])[F:10])=[CH:6][CH:5]=[CH:4][C:3]=1[C:12]([N:14]1[CH2:19][CH2:18][N:17]([CH:20]2[CH2:28][CH2:24][CH2:25][CH2:21]2)[C:16](=[O:22])[CH2:15]1)=[O:13], predict the reactants needed to synthesize it. The reactants are: [Cl:1][C:2]1[C:7]([C:8]([F:11])([F:10])[F:9])=[CH:6][CH:5]=[CH:4][C:3]=1[C:12]([N:14]1[CH2:19][CH2:18][N:17]([CH2:20][CH3:21])[C:16](=[O:22])[CH2:15]1)=[O:13].Br[CH:24]1[CH2:28]CC[CH2:25]1.